From a dataset of Catalyst prediction with 721,799 reactions and 888 catalyst types from USPTO. Predict which catalyst facilitates the given reaction. Reactant: [Br:1][C:2]1[CH:3]=[C:4]2[CH2:10][C:9](=[O:11])[NH:8][C:5]2=[N:6][CH:7]=1.Cl[C:13]([O:15][CH2:16][CH3:17])=[O:14]. Product: [CH2:16]([O:15][C:13]([N:8]1[C:5]2=[N:6][CH:7]=[C:2]([Br:1])[CH:3]=[C:4]2[CH:10]=[C:9]1[O:11][C:13]([O:15][CH2:16][CH3:17])=[O:14])=[O:14])[CH3:17]. The catalyst class is: 1.